Predict the product of the given reaction. From a dataset of Forward reaction prediction with 1.9M reactions from USPTO patents (1976-2016). (1) Given the reactants [CH2:1]([N:3]1[C:12]2[C:7](=[CH:8][C:9]([CH3:23])=[C:10]([C:13]3[CH:14]=[C:15]([CH:18]=[CH:19][C:20]=3[O:21]C)[CH:16]=[O:17])[CH:11]=2)[C:6]([CH3:25])([CH3:24])[CH2:5][C:4]1=[O:26])[CH3:2].B(Br)(Br)Br, predict the reaction product. The product is: [CH2:1]([N:3]1[C:12]2[C:7](=[CH:8][C:9]([CH3:23])=[C:10]([C:13]3[CH:14]=[C:15]([CH:18]=[CH:19][C:20]=3[OH:21])[CH:16]=[O:17])[CH:11]=2)[C:6]([CH3:25])([CH3:24])[CH2:5][C:4]1=[O:26])[CH3:2]. (2) Given the reactants [CH2:1]([Sn:5](Cl)([CH2:10][CH2:11][CH2:12][CH3:13])[CH2:6][CH2:7][CH2:8][CH3:9])[CH2:2][CH2:3][CH3:4].C[Si]([N-][Si](C)(C)C)(C)C.[Li+].C1COCC1.[N+:30]([C:33]1[CH:60]=[CH:59][C:36]([CH2:37][O:38][C:39]([NH:41][CH2:42][CH2:43][S:44]([NH:47][CH2:48][C:49]([C:51]2[N:52]=[CH:53][N:54]3[CH:58]=[CH:57][S:56][C:55]=23)=[O:50])(=[O:46])=[O:45])=[O:40])=[CH:35][CH:34]=1)([O-:32])=[O:31].[Cl-].[NH4+], predict the reaction product. The product is: [N+:30]([C:33]1[CH:34]=[CH:35][C:36]([CH2:37][O:38][C:39]([NH:41][CH2:42][CH2:43][S:44]([NH:47][CH2:48][C:49]([C:51]2[N:52]=[CH:53][N:54]3[CH:58]=[C:57]([Sn:5]([CH2:10][CH2:11][CH2:12][CH3:13])([CH2:6][CH2:7][CH2:8][CH3:9])[CH2:1][CH2:2][CH2:3][CH3:4])[S:56][C:55]=23)=[O:50])(=[O:46])=[O:45])=[O:40])=[CH:59][CH:60]=1)([O-:32])=[O:31].